Dataset: Peptide-MHC class II binding affinity with 134,281 pairs from IEDB. Task: Regression. Given a peptide amino acid sequence and an MHC pseudo amino acid sequence, predict their binding affinity value. This is MHC class II binding data. (1) The binding affinity (normalized) is 0.624. The MHC is DRB1_0401 with pseudo-sequence DRB1_0401. The peptide sequence is SSKVTITDTTIGTGD. (2) The peptide sequence is TLWQRPIVTIKIGGQLKEAL. The MHC is DRB5_0101 with pseudo-sequence DRB5_0101. The binding affinity (normalized) is 0.363. (3) The peptide sequence is VTFKNAHAKKPEVVV. The MHC is DRB1_0802 with pseudo-sequence DRB1_0802. The binding affinity (normalized) is 0.442. (4) The peptide sequence is CNANPGLMKDVAKVF. The MHC is HLA-DQA10501-DQB10301 with pseudo-sequence HLA-DQA10501-DQB10301. The binding affinity (normalized) is 0.360.